Dataset: Forward reaction prediction with 1.9M reactions from USPTO patents (1976-2016). Task: Predict the product of the given reaction. (1) The product is: [C:1]([NH:5][C:6]1[C:7]([CH3:42])=[C:8]([CH:39]=[CH:40][CH:41]=1)[O:9][C:10]1[C:11]([C:27]([NH2:29])=[O:28])=[C:12]([NH:18][C:19]2[CH:24]=[CH:23][C:22]([I:25])=[CH:21][C:20]=2[F:26])[N:13]([CH3:17])[C:14](=[O:16])[CH:15]=1)(=[O:4])[CH2:2][CH3:3]. Given the reactants [C:1]([NH:5][C:6]1[C:7]([CH3:42])=[C:8]([CH:39]=[CH:40][CH:41]=1)[O:9][C:10]1[C:11]([C:27]([NH:29]CC2C=CC(OC)=CC=2)=[O:28])=[C:12]([NH:18][C:19]2[CH:24]=[CH:23][C:22]([I:25])=[CH:21][C:20]=2[F:26])[N:13]([CH3:17])[C:14](=[O:16])[CH:15]=1)(=[O:4])[CH2:2][CH3:3].[Cl-].[Al+3].[Cl-].[Cl-].O.Cl, predict the reaction product. (2) Given the reactants C[C@H]1[C@@H](C2C=CC=CC=2)OC(=O)[NH:3]1.CC(C)(CCC)[CH2:16][CH2:17][C:18]([OH:20])=[O:19].[CH3:25][C:26]([CH3:31])([CH3:30])[C:27](Cl)=O.[Cl-].[Li+].[CH2:34]1[CH2:38]OCC1, predict the reaction product. The product is: [NH2:3][C@@H:16]([CH2:25][C:26]([CH3:31])([CH3:30])[CH2:27][CH2:38][CH3:34])[CH2:17][C:18]([OH:20])=[O:19]. (3) Given the reactants [NH2:1][C:2]1[C:7]([C:8](O)=[O:9])=[C:6]([Cl:11])[N:5]=[CH:4][N:3]=1.O=S(Cl)Cl.[OH-].[NH4+:17], predict the reaction product. The product is: [NH2:1][C:2]1[C:7]([C:8]([NH2:17])=[O:9])=[C:6]([Cl:11])[N:5]=[CH:4][N:3]=1. (4) The product is: [NH:1]1[C:9]2[C:4](=[CH:5][C:6]([CH:10]3[CH2:16][CH2:15][NH:14][CH2:13][C:12]4[CH:18]=[CH:19][CH:20]=[CH:21][C:11]3=4)=[CH:7][CH:8]=2)[CH:3]=[CH:2]1. Given the reactants [NH:1]1[C:9]2[C:4](=[CH:5][C:6]([CH:10]3[CH2:16][C:15](=O)[NH:14][CH2:13][C:12]4[CH:18]=[CH:19][CH:20]=[CH:21][C:11]3=4)=[CH:7][CH:8]=2)[CH:3]=[CH:2]1.[H-].[Al+3].[Li+].[H-].[H-].[H-], predict the reaction product. (5) Given the reactants [N:1]1[N:2]([C:6]2[S:7][CH:8]=[CH:9][C:10]=2[C:11]([OH:13])=O)[N:3]=[CH:4][CH:5]=1.CCN(C(C)C)C(C)C.[CH3:23][C@H:24]1[NH:29][CH2:28][C@H:27]([OH:30])[CH2:26][CH2:25]1, predict the reaction product. The product is: [N:3]1[N:2]([C:6]2[S:7][CH:8]=[CH:9][C:10]=2[C:11]([N:29]2[CH2:28][C@H:27]([OH:30])[CH2:26][CH2:25][C@H:24]2[CH3:23])=[O:13])[N:1]=[CH:5][CH:4]=1. (6) The product is: [NH2:39][C:40]1([C:44]2[CH:45]=[CH:46][C:47]([C:50]3[C:51]([C:63]4[CH:64]=[CH:65][CH:66]=[CH:67][CH:68]=4)=[CH:52][C:53]4[N:58]([CH3:59])[CH:57]=[C:56]([CH3:61])[O:55][C:54]=4[N:62]=3)=[CH:48][CH:49]=2)[CH2:41][CH2:42][CH2:43]1. Given the reactants NC1(C2C=CC(C3C(C4C=CC=CC=4)=CC4N(CCC#N)C(=O)COC=4N=3)=CC=2)CCC1.C(OC(=O)[NH:39][C:40]1([C:44]2[CH:49]=[CH:48][C:47]([C:50]3[C:51]([C:63]4[CH:68]=[CH:67][CH:66]=[CH:65][CH:64]=4)=[CH:52][C:53]4[N:58]([CH3:59])[C:57](=O)[CH:56]([CH3:61])[O:55][C:54]=4[N:62]=3)=[CH:46][CH:45]=2)[CH2:43][CH2:42][CH2:41]1)(C)(C)C, predict the reaction product. (7) Given the reactants [NH2:1][CH2:2][CH2:3][CH2:4][C:5]([CH3:43])([CH3:42])[CH2:6][CH:7]([NH:30][S:31]([C:34]1[CH:39]=[CH:38][C:37]([O:40][CH3:41])=[CH:36][CH:35]=1)(=[O:33])=[O:32])[C@H:8]([OH:29])[C@@H:9]([NH:17][C:18](=[O:28])[O:19][C@@H:20]1[C@H:27]2[C@H:23]([O:24][CH2:25][CH2:26]2)[O:22][CH2:21]1)[CH2:10][C:11]1[CH:16]=[CH:15][CH:14]=[CH:13][CH:12]=1.NCCCC(C)(C)CC(NS(C1C=CC(OC)=CC=1)(=O)=O)[C@H](O)[C@@H](NC(=O)O[C@H]1[C@@H]2[C@@H](OCC2)OC1)CC1C=CC=CC=1.C(N(CC)C(C)C)(C)C.[CH3:96][N:97]([CH3:101])[C:98](Cl)=[O:99], predict the reaction product. The product is: [CH2:10]([C@H:9]([NH:17][C:18](=[O:28])[O:19][C@H:20]1[C@@H:27]2[C@@H:23]([O:24][CH2:25][CH2:26]2)[O:22][CH2:21]1)[C@@H:8]([OH:29])[CH:7]([NH:30][S:31]([C:34]1[CH:39]=[CH:38][C:37]([O:40][CH3:41])=[CH:36][CH:35]=1)(=[O:33])=[O:32])[CH2:6][C:5]([CH3:43])([CH3:42])[CH2:4][CH2:3][CH2:2][NH:1][C:98]([N:97]([CH3:101])[CH3:96])=[O:99])[C:11]1[CH:12]=[CH:13][CH:14]=[CH:15][CH:16]=1. (8) Given the reactants [H-].[Na+].[C:3]1([CH2:9][CH2:10][C:11](=[N:13][OH:14])[CH3:12])[CH:8]=[CH:7][CH:6]=[CH:5][CH:4]=1.F[C:16]1[CH:17]=[CH:18][C:19]([N+:23]([O-:25])=[O:24])=[C:20]([CH3:22])[CH:21]=1.O, predict the reaction product. The product is: [CH3:22][C:20]1[CH:21]=[C:16]([O:14][N:13]=[C:11]([CH2:10][CH2:9][C:3]2[CH:8]=[CH:7][CH:6]=[CH:5][CH:4]=2)[CH3:12])[CH:17]=[CH:18][C:19]=1[N+:23]([O-:25])=[O:24].